Task: Predict the reaction yield, written as a fraction of the theoretical maximum amount of product (1.0 means a 100% yield; for example, 0.34 means a 34% yield).. Dataset: Reaction yield outcomes from USPTO patents with 853,638 reactions (1) The reactants are C(=O)([O-])[O-].[K+].[K+].[ClH:7].C([S:11][CH:12]1[CH2:17][CH2:16][N:15]([CH:18]([C:24]2[CH:29]=[CH:28][CH:27]=[CH:26][C:25]=2[F:30])[C:19]([CH:21]2[CH2:23][CH2:22]2)=[O:20])[CH2:14]/[C:13]/1=[CH:31]\[C:32]1[N:36]([CH2:37][C:38]([O:40][CH3:41])=[O:39])[N:35]=[N:34][N:33]=1)(=O)C. The catalyst is CO. The product is [ClH:7].[CH:21]1([C:19](=[O:20])[CH:18]([N:15]2[CH2:16][CH2:17][CH:12]([SH:11])/[C:13](=[CH:31]/[C:32]3[N:36]([CH2:37][C:38]([O:40][CH3:41])=[O:39])[N:35]=[N:34][N:33]=3)/[CH2:14]2)[C:24]2[CH:29]=[CH:28][CH:27]=[CH:26][C:25]=2[F:30])[CH2:23][CH2:22]1. The yield is 0.490. (2) The reactants are [C:1]([C:3]1[C:11]2[C:6](=[CH:7][C:8]([O:12][CH3:13])=[CH:9][CH:10]=2)[N:5]([CH2:14][CH3:15])[C:4]=1[C:16]1[CH:21]=[CH:20][C:19]([NH:22][S:23]([CH:26]=[CH2:27])(=[O:25])=[O:24])=[CH:18][CH:17]=1)#[N:2].[NH:28]1[CH2:33][CH2:32][O:31][CH2:30][CH2:29]1. The catalyst is CC#N. The product is [C:1]([C:3]1[C:11]2[C:6](=[CH:7][C:8]([O:12][CH3:13])=[CH:9][CH:10]=2)[N:5]([CH2:14][CH3:15])[C:4]=1[C:16]1[CH:21]=[CH:20][C:19]([NH:22][S:23]([CH2:26][CH2:27][N:28]2[CH2:33][CH2:32][O:31][CH2:30][CH2:29]2)(=[O:24])=[O:25])=[CH:18][CH:17]=1)#[N:2]. The yield is 1.00. (3) The reactants are [CH3:1][CH:2]1[CH2:7][CH2:6][CH2:5][CH2:4][N:3]1[CH2:8][CH2:9][O:10][C:11]1[CH:16]=[CH:15][C:14]([NH2:17])=[CH:13][C:12]=1[C:18]1[N:19]([CH3:23])[N:20]=[CH:21][CH:22]=1.[F:24][C:25]1[CH:26]=[C:27]([CH:31]=[CH:32][C:33]=1[F:34])[C:28](Cl)=[O:29].C(N(CC)CC)C. The catalyst is C(Cl)Cl. The product is [F:24][C:25]1[CH:26]=[C:27]([CH:31]=[CH:32][C:33]=1[F:34])[C:28]([NH:17][C:14]1[CH:15]=[CH:16][C:11]([O:10][CH2:9][CH2:8][N:3]2[CH2:4][CH2:5][CH2:6][CH2:7][CH:2]2[CH3:1])=[C:12]([C:18]2[N:19]([CH3:23])[N:20]=[CH:21][CH:22]=2)[CH:13]=1)=[O:29]. The yield is 0.882. (4) The product is [OH:23][NH:22][C:15](=[O:16])[CH2:14][CH2:13][CH2:12][CH2:11][CH2:10][CH2:9][C:7](=[O:8])[C:6]1[CH:18]=[CH:19][C:3]([C:2]([F:21])([F:20])[F:1])=[CH:4][CH:5]=1. The reactants are [F:1][C:2]([F:21])([F:20])[C:3]1[CH:19]=[CH:18][C:6]([C:7]([CH2:9][CH2:10][CH2:11][CH2:12][CH2:13][CH2:14][C:15](O)=[O:16])=[O:8])=[CH:5][CH:4]=1.[NH2:22][OH:23].Cl. The catalyst is C(N(CC)CC)C. The yield is 0.350. (5) The reactants are [NH2:1][C:2]1[CH:3]=[N:4][C:5]([O:8][CH3:9])=[CH:6][CH:7]=1.[CH2:10]([O:12][C:13](=[O:24])[C:14](=[CH:20]OCC)[C:15]([O:17][CH2:18][CH3:19])=[O:16])[CH3:11].C(O)C. The catalyst is C1(C)C=CC=CC=1. The product is [CH2:10]([O:12][C:13](=[O:24])[C:14](=[CH:20][NH:1][C:2]1[CH:3]=[N:4][C:5]([O:8][CH3:9])=[CH:6][CH:7]=1)[C:15]([O:17][CH2:18][CH3:19])=[O:16])[CH3:11]. The yield is 0.900. (6) The catalyst is C(OCC)(=O)C.O. The yield is 0.840. The reactants are [N:1]1[CH:6]=[CH:5][C:4]([CH:7]=O)=[CH:3][CH:2]=1.CO.[NH2:11][CH2:12][CH2:13][CH2:14][O:15][C:16]1[CH:33]=[CH:32][C:19]2[N:20]([CH2:30][CH3:31])[C:21](=[O:29])[C:22]([CH3:28])([CH3:27])[C:23](=[O:26])[N:24]([CH3:25])[C:18]=2[CH:17]=1.[BH4-].[Na+]. The product is [CH2:30]([N:20]1[C:21](=[O:29])[C:22]([CH3:28])([CH3:27])[C:23](=[O:26])[N:24]([CH3:25])[C:18]2[CH:17]=[C:16]([O:15][CH2:14][CH2:13][CH2:12][NH:11][CH2:7][C:4]3[CH:3]=[CH:2][N:1]=[CH:6][CH:5]=3)[CH:33]=[CH:32][C:19]1=2)[CH3:31].